This data is from Peptide-MHC class I binding affinity with 185,985 pairs from IEDB/IMGT. The task is: Regression. Given a peptide amino acid sequence and an MHC pseudo amino acid sequence, predict their binding affinity value. This is MHC class I binding data. (1) The peptide sequence is YLVTRRADV. The MHC is HLA-A02:01 with pseudo-sequence HLA-A02:01. The binding affinity (normalized) is 0.0546. (2) The peptide sequence is WLRAHPVAI. The MHC is HLA-B07:02 with pseudo-sequence HLA-B07:02. The binding affinity (normalized) is 0.750. (3) The peptide sequence is LTIPTIMGR. The MHC is HLA-A31:01 with pseudo-sequence HLA-A31:01. The binding affinity (normalized) is 0.898. (4) The peptide sequence is HLSGPLAGV. The MHC is HLA-A02:19 with pseudo-sequence HLA-A02:19. The binding affinity (normalized) is 0.936. (5) The peptide sequence is FSENTWRDEY. The MHC is HLA-A68:01 with pseudo-sequence HLA-A68:01. The binding affinity (normalized) is 0.104. (6) The peptide sequence is WFGHLASDW. The MHC is HLA-B08:01 with pseudo-sequence HLA-B08:01. The binding affinity (normalized) is 0.0847. (7) The peptide sequence is KIDKLTFQIY. The MHC is HLA-A11:01 with pseudo-sequence HLA-A11:01. The binding affinity (normalized) is 0.0971.